This data is from Forward reaction prediction with 1.9M reactions from USPTO patents (1976-2016). The task is: Predict the product of the given reaction. (1) Given the reactants [Br:1][C:2]1[CH:7]=[CH:6][C:5]([CH2:8][CH2:9][C:10]([S:15]([CH3:18])(=[O:17])=[O:16])([CH3:14])[C:11]([OH:13])=O)=[C:4]([F:19])[CH:3]=1.[O:20]1[CH2:25][CH2:24][CH2:23][CH2:22][CH:21]1[O:26][NH2:27].O.ON1C2C=CC=CC=2N=N1.C(N(CC)CC)C.Cl.CN(C)CCCN=C=NCC, predict the reaction product. The product is: [Br:1][C:2]1[CH:7]=[CH:6][C:5]([CH2:8][CH2:9][C:10]([CH3:14])([S:15]([CH3:18])(=[O:17])=[O:16])[C:11]([NH:27][O:26][CH:21]2[CH2:22][CH2:23][CH2:24][CH2:25][O:20]2)=[O:13])=[C:4]([F:19])[CH:3]=1. (2) Given the reactants [F-].C([N+](CCCC)(CCCC)CCCC)CCC.[Si]([O:26][CH:27]1[CH2:30][N:29]([CH2:31][C@H:32]([O:43][C:44]2[N:49]=[CH:48][N:47]=[C:46]3[N:50]([C:53]4[CH:58]=[CH:57][CH:56]=[CH:55][C:54]=4[Cl:59])[N:51]=[CH:52][C:45]=23)[C:33]([NH:35][C:36]2[CH:41]=[CH:40][C:39]([CH3:42])=[CH:38][N:37]=2)=[O:34])[CH2:28]1)(C(C)(C)C)(C)C, predict the reaction product. The product is: [Cl:59][C:54]1[CH:55]=[CH:56][CH:57]=[CH:58][C:53]=1[N:50]1[C:46]2=[N:47][CH:48]=[N:49][C:44]([O:43][C@@H:32]([CH2:31][N:29]3[CH2:28][CH:27]([OH:26])[CH2:30]3)[C:33]([NH:35][C:36]3[CH:41]=[CH:40][C:39]([CH3:42])=[CH:38][N:37]=3)=[O:34])=[C:45]2[CH:52]=[N:51]1. (3) Given the reactants [CH:1]1([C:4]2[N:13]=[C:12]([N:14]3[CH2:19][CH2:18][N:17]([C:20]4[CH:25]=[CH:24][C:23](F)=[CH:22][C:21]=4OC)[CH2:16][CH2:15]3)[C:11]3[C:6](=[CH:7][C:8]([O:31][CH3:32])=[C:9]([O:29][CH3:30])[CH:10]=3)[N:5]=2)[CH2:3][CH2:2]1.FC1C=C[C:37]([N:40]2CCNCC2)=C(OC)C=1.COC1C=CC(OC)=CC=1N1CCNCC1, predict the reaction product. The product is: [CH:1]1([C:4]2[N:13]=[C:12]([N:14]3[CH2:19][CH2:18][N:17]([C:20]4[CH:25]=[CH:24][CH:23]=[CH:22][C:21]=4[C:37]#[N:40])[CH2:16][CH2:15]3)[C:11]3[C:6](=[CH:7][C:8]([O:31][CH3:32])=[C:9]([O:29][CH3:30])[CH:10]=3)[N:5]=2)[CH2:3][CH2:2]1. (4) Given the reactants [N:1]1[CH:6]=[CH:5][CH:4]=[CH:3][C:2]=1[NH:7][NH2:8].[C:9]1([CH2:15][CH:16]=O)[CH:14]=[CH:13][CH:12]=[CH:11][CH:10]=1, predict the reaction product. The product is: [N:1]1[CH:6]=[CH:5][CH:4]=[CH:3][C:2]=1[NH:7][NH:8][CH:16]=[CH:15][C:9]1[CH:14]=[CH:13][CH:12]=[CH:11][CH:10]=1. (5) The product is: [NH:25]1[C:24]2[CH:28]=[CH:29][C:21]([C:19]([N:15]3[C@@H:16]4[C@@H:11]([C:10]5[C:5]([CH2:3][OH:2])=[CH:6][CH:7]=[CH:8][C:9]=5[CH2:18][CH2:17]4)[CH2:12][CH2:13][CH2:14]3)=[O:20])=[CH:22][C:23]=2[N:27]=[CH:26]1. Given the reactants C[O:2][C:3]([C:5]1[C:10]2[C@@H:11]3[C@H:16]([CH2:17][CH2:18][C:9]=2[CH:8]=[CH:7][CH:6]=1)[N:15]([C:19]([C:21]1[CH:29]=[CH:28][C:24]2[NH:25][CH:26]=[N:27][C:23]=2[CH:22]=1)=[O:20])[CH2:14][CH2:13][CH2:12]3)=O, predict the reaction product. (6) The product is: [F:1][C:2]1[CH:23]=[CH:22][CH:21]=[CH:20][C:3]=1[CH2:4][N:5]1[C:13]2[C:8](=[CH:9][C:10]([N+:14]([O-:16])=[O:15])=[CH:11][CH:12]=2)[CH:7]=[C:6]1[C:17]([NH:24][C:25]1[CH:30]=[CH:29][CH:28]=[CH:27][CH:26]=1)=[O:18]. Given the reactants [F:1][C:2]1[CH:23]=[CH:22][CH:21]=[CH:20][C:3]=1[CH2:4][N:5]1[C:13]2[C:8](=[CH:9][C:10]([N+:14]([O-:16])=[O:15])=[CH:11][CH:12]=2)[CH:7]=[C:6]1[C:17](O)=[O:18].[NH2:24][C:25]1[CH:30]=[CH:29][CH:28]=[CH:27][CH:26]=1, predict the reaction product.